From a dataset of Forward reaction prediction with 1.9M reactions from USPTO patents (1976-2016). Predict the product of the given reaction. Given the reactants [H-].[Na+].[Br:3][C:4]1[CH:9]=[CH:8][C:7]([CH2:10][CH2:11][OH:12])=[CH:6][CH:5]=1.Br[CH2:14][CH:15]1[CH2:17][CH2:16]1, predict the reaction product. The product is: [Br:3][C:4]1[CH:9]=[CH:8][C:7]([CH2:10][CH2:11][O:12][CH2:14][CH:15]2[CH2:17][CH2:16]2)=[CH:6][CH:5]=1.